From a dataset of Forward reaction prediction with 1.9M reactions from USPTO patents (1976-2016). Predict the product of the given reaction. (1) Given the reactants F[C:2]1[CH:9]=[CH:8][C:5]([CH2:6]Br)=[CH:4][CH:3]=1.C(Br)C1C=CC=CC=1.[CH3:18][C:19]1[CH:23]=[C:22]([N:24]2[C:28](=[O:29])[NH:27][N:26]=[CH:25]2)[S:21][C:20]=1[C:30]([O:32][CH2:33][CH3:34])=[O:31], predict the reaction product. The product is: [CH2:6]([N:27]1[C:28](=[O:29])[N:24]([C:22]2[S:21][C:20]([C:30]([O:32][CH2:33][CH3:34])=[O:31])=[C:19]([CH3:18])[CH:23]=2)[CH:25]=[N:26]1)[C:5]1[CH:8]=[CH:9][CH:2]=[CH:3][CH:4]=1. (2) Given the reactants [F:1][C:2]([F:16])([F:15])[C:3]1[C:13]2[O:12][CH2:11][CH2:10][NH:9][CH2:8][C:7]=2[CH:6]=[C:5]([NH2:14])[CH:4]=1.Cl.[Cl:18][C:19]1[CH:32]=[CH:31][C:22]2[S:23][C:24]([S:27](Cl)(=[O:29])=[O:28])=[C:25]([CH3:26])[C:21]=2[CH:20]=1.CCN(C(C)C)C(C)C, predict the reaction product. The product is: [Cl:18][C:19]1[CH:32]=[CH:31][C:22]2[S:23][C:24]([S:27]([NH:14][C:5]3[CH:4]=[C:3]([C:2]([F:1])([F:15])[F:16])[C:13]4[O:12][CH2:11][CH2:10][NH:9][CH2:8][C:7]=4[CH:6]=3)(=[O:29])=[O:28])=[C:25]([CH3:26])[C:21]=2[CH:20]=1. (3) Given the reactants Br[C:2]1[CH:7]=[CH:6][C:5]([C@@H:8]2[O:13][CH2:12][CH2:11][N:10]([C@@H:14]([C:16]3[CH:21]=[CH:20][CH:19]=[CH:18][CH:17]=3)[CH3:15])[CH2:9]2)=[CH:4][CH:3]=1.C([Li])CCC.[C:27](=[O:29])=[O:28], predict the reaction product. The product is: [C:16]1([C@H:14]([N:10]2[CH2:11][CH2:12][O:13][C@@H:8]([C:5]3[CH:6]=[CH:7][C:2]([C:27]([OH:29])=[O:28])=[CH:3][CH:4]=3)[CH2:9]2)[CH3:15])[CH:21]=[CH:20][CH:19]=[CH:18][CH:17]=1. (4) Given the reactants [Cl:1][C:2]1[CH:3]=[CH:4][C:5]([C:17]#[N:18])=[C:6]([NH:8][C:9](=O)[C:10]2[CH:15]=[CH:14][CH:13]=[CH:12][CH:11]=2)[CH:7]=1.[OH-:19].[Na+].OO.Cl, predict the reaction product. The product is: [Cl:1][C:2]1[CH:7]=[C:6]2[C:5]([C:17](=[O:19])[NH:18][C:9]([C:10]3[CH:15]=[CH:14][CH:13]=[CH:12][CH:11]=3)=[N:8]2)=[CH:4][CH:3]=1. (5) Given the reactants [Cl:1][C:2]1[CH:3]=[C:4]([CH:7]=[CH:8][C:9]=1[OH:10])[CH:5]=[O:6].Br[CH2:12][CH:13]1[CH2:15][CH2:14]1, predict the reaction product. The product is: [Cl:1][C:2]1[CH:3]=[C:4]([CH:7]=[CH:8][C:9]=1[O:10][CH2:12][CH:13]1[CH2:15][CH2:14]1)[CH:5]=[O:6]. (6) Given the reactants [OH:1][C:2]1[CH:7]=[CH:6][C:5]([CH2:8][CH2:9][OH:10])=[CH:4][CH:3]=1.[OH-].[K+].Cl.Cl[CH2:15][C:16]1[CH:25]=[CH:24][C:23]2[C:18](=[CH:19][CH:20]=[CH:21][CH:22]=2)[N:17]=1.O, predict the reaction product. The product is: [N:17]1[C:18]2[C:23](=[CH:22][CH:21]=[CH:20][CH:19]=2)[CH:24]=[CH:25][C:16]=1[CH2:15][O:1][C:2]1[CH:7]=[CH:6][C:5]([CH2:8][CH2:9][OH:10])=[CH:4][CH:3]=1.